Dataset: CYP2C19 inhibition data for predicting drug metabolism from PubChem BioAssay. Task: Regression/Classification. Given a drug SMILES string, predict its absorption, distribution, metabolism, or excretion properties. Task type varies by dataset: regression for continuous measurements (e.g., permeability, clearance, half-life) or binary classification for categorical outcomes (e.g., BBB penetration, CYP inhibition). Dataset: cyp2c19_veith. The drug is Cc1ccccc1-c1cc(NCc2cccnc2)ncn1. The result is 1 (inhibitor).